Dataset: Forward reaction prediction with 1.9M reactions from USPTO patents (1976-2016). Task: Predict the product of the given reaction. Given the reactants [F:1][C:2]1[CH:7]=[C:6]([S:8]([CH3:11])(=[O:10])=[O:9])[CH:5]=[CH:4][C:3]=1[C:12]1[O:13][C:14]2[CH:20]=[C:19]([CH:21]3[CH2:26][CH2:25][N:24](C(OC(C)(C)C)=O)[CH2:23][CH2:22]3)[CH:18]=[CH:17][C:15]=2[N:16]=1.O(CC)CC.[ClH:39], predict the reaction product. The product is: [ClH:39].[F:1][C:2]1[CH:7]=[C:6]([S:8]([CH3:11])(=[O:9])=[O:10])[CH:5]=[CH:4][C:3]=1[C:12]1[O:13][C:14]2[CH:20]=[C:19]([CH:21]3[CH2:26][CH2:25][NH:24][CH2:23][CH2:22]3)[CH:18]=[CH:17][C:15]=2[N:16]=1.